From a dataset of NCI-60 drug combinations with 297,098 pairs across 59 cell lines. Regression. Given two drug SMILES strings and cell line genomic features, predict the synergy score measuring deviation from expected non-interaction effect. (1) Drug 1: CC1C(C(=O)NC(C(=O)N2CCCC2C(=O)N(CC(=O)N(C(C(=O)O1)C(C)C)C)C)C(C)C)NC(=O)C3=C4C(=C(C=C3)C)OC5=C(C(=O)C(=C(C5=N4)C(=O)NC6C(OC(=O)C(N(C(=O)CN(C(=O)C7CCCN7C(=O)C(NC6=O)C(C)C)C)C)C(C)C)C)N)C. Drug 2: C1=NC(=NC(=O)N1C2C(C(C(O2)CO)O)O)N. Cell line: OVCAR-5. Synergy scores: CSS=10.4, Synergy_ZIP=-0.222, Synergy_Bliss=6.44, Synergy_Loewe=-9.91, Synergy_HSA=-6.74. (2) Drug 1: CC(C1=C(C=CC(=C1Cl)F)Cl)OC2=C(N=CC(=C2)C3=CN(N=C3)C4CCNCC4)N. Synergy scores: CSS=5.58, Synergy_ZIP=-2.97, Synergy_Bliss=-3.92, Synergy_Loewe=-17.2, Synergy_HSA=-7.13. Cell line: COLO 205. Drug 2: CN(C)N=NC1=C(NC=N1)C(=O)N. (3) Drug 1: CC12CCC3C(C1CCC2=O)CC(=C)C4=CC(=O)C=CC34C. Drug 2: COCCOC1=C(C=C2C(=C1)C(=NC=N2)NC3=CC=CC(=C3)C#C)OCCOC.Cl. Cell line: BT-549. Synergy scores: CSS=39.4, Synergy_ZIP=1.59, Synergy_Bliss=4.78, Synergy_Loewe=4.62, Synergy_HSA=4.23. (4) Drug 1: C1C(C(OC1N2C=C(C(=O)NC2=O)F)CO)O. Drug 2: C1=CN(C=N1)CC(O)(P(=O)(O)O)P(=O)(O)O. Cell line: SW-620. Synergy scores: CSS=24.5, Synergy_ZIP=0.180, Synergy_Bliss=-0.785, Synergy_Loewe=-21.6, Synergy_HSA=-1.48.